From a dataset of Forward reaction prediction with 1.9M reactions from USPTO patents (1976-2016). Predict the product of the given reaction. (1) Given the reactants CS(O[CH2:6][CH2:7][CH2:8][C:9]1[C:17]2[C:12](=[CH:13][CH:14]=[C:15]([C:18]#[N:19])[CH:16]=2)[NH:11][CH:10]=1)(=O)=O.[CH3:20][O:21][C:22]1[C:23]([N:28]2[CH2:33][CH2:32][NH:31][CH2:30][CH2:29]2)=[N:24][CH:25]=[N:26][CH:27]=1.C(N(CC)C(C)C)(C)C, predict the reaction product. The product is: [C:18]([C:15]1[CH:16]=[C:17]2[C:12](=[CH:13][CH:14]=1)[NH:11][CH:10]=[C:9]2[CH2:8][CH2:7][CH2:6][N:31]1[CH2:32][CH2:33][N:28]([C:23]2[C:22]([O:21][CH3:20])=[CH:27][N:26]=[CH:25][N:24]=2)[CH2:29][CH2:30]1)#[N:19]. (2) Given the reactants [F:1][C:2]1[CH:3]=[CH:4][C:5]([OH:10])=[C:6]([CH:9]=1)[CH:7]=[O:8].IC.[C:13](=O)([O-])[O-].[K+].[K+], predict the reaction product. The product is: [F:1][C:2]1[CH:3]=[CH:4][C:5]([O:10][CH3:13])=[C:6]([CH:9]=1)[CH:7]=[O:8]. (3) Given the reactants [OH:1][C:2]([CH3:28])([CH3:27])[C@H:3]([NH:5][C:6]([C:8]1[C:16]2[C:11](=[N:12][CH:13]=[C:14]([C:17]#[N:18])[N:15]=2)[N:10](COCC[Si](C)(C)C)[CH:9]=1)=[O:7])[CH3:4].OC(C)(C)[C@H](NC(C1C2C(=NC=C(C3C=NN(CC)C=3)N=2)N(COCC[Si](C)(C)C)C=1)=O)C, predict the reaction product. The product is: [OH:1][C:2]([CH3:27])([CH3:28])[C@H:3]([NH:5][C:6]([C:8]1[C:16]2[C:11](=[N:12][CH:13]=[C:14]([C:17]#[N:18])[N:15]=2)[NH:10][CH:9]=1)=[O:7])[CH3:4]. (4) The product is: [C:13]([O:17][C:35](=[O:38])[NH:32][C@@H:8]1[CH2:9][C@H:7]1[C:4]1[S:5][CH:6]=[C:2]([Br:1])[CH:3]=1)([CH3:16])([CH3:15])[CH3:14]. Given the reactants [Br:1][C:2]1[CH:3]=[C:4]([C@@H:7]2[CH2:9][C@H:8]2C(O)=O)[S:5][CH:6]=1.[C:13]([OH:17])([CH3:16])([CH3:15])[CH3:14].C1(P([N:32]=[N+]=[N-])(C2C=CC=CC=2)=O)C=CC=CC=1.[C:35](=[O:38])([O-])O.[Na+], predict the reaction product.